Dataset: CYP1A2 inhibition data for predicting drug metabolism from PubChem BioAssay. Task: Regression/Classification. Given a drug SMILES string, predict its absorption, distribution, metabolism, or excretion properties. Task type varies by dataset: regression for continuous measurements (e.g., permeability, clearance, half-life) or binary classification for categorical outcomes (e.g., BBB penetration, CYP inhibition). Dataset: cyp1a2_veith. (1) The drug is CC(C)=CCC/C(C)=C/CO/N=C1/C[C@@H](O)[C@@H](O)[C@H]2[C@@H]1CC[C@@H]1C(=O)N(C(C)(C)C)C(=O)[C@H]12. The result is 0 (non-inhibitor). (2) The molecule is Cc1ccc(C(=O)NNC(=O)CSc2nnc3c(n2)[nH]c2ccc(F)cc23)cc1. The result is 0 (non-inhibitor).